Dataset: Forward reaction prediction with 1.9M reactions from USPTO patents (1976-2016). Task: Predict the product of the given reaction. (1) Given the reactants [C:1]([O:5][C:6]([N:8]1[CH2:12][C@:11]([CH2:14][N:15]=[N+:16]=[N-:17])(F)[CH2:10][C@H:9]1[C:18](=[O:29])[NH:19][CH2:20][C:21]1[CH:26]=[CH:25][CH:24]=[C:23]([Cl:27])[C:22]=1[F:28])=[O:7])([CH3:4])([CH3:3])[CH3:2].C([O:34]C(N1C[C@@](O)(COS(C)(=O)=O)C[C@H]1C(=O)NCC1C=CC=C(Cl)C=1F)=O)(C)(C)C, predict the reaction product. The product is: [C:1]([O:5][C:6]([N:8]1[CH2:12][C@:11]([CH2:14][N:15]=[N+:16]=[N-:17])([OH:34])[CH2:10][C@H:9]1[C:18](=[O:29])[NH:19][CH2:20][C:21]1[CH:26]=[CH:25][CH:24]=[C:23]([Cl:27])[C:22]=1[F:28])=[O:7])([CH3:4])([CH3:3])[CH3:2]. (2) Given the reactants [F:1][C:2]1[CH:3]=[C:4]([CH:20]=[CH:21][C:22]=1[F:23])[CH2:5][NH:6][C:7]([C:9]1[CH:14]=[C:13]([CH2:15]Br)[N:12]2[N:17]=[CH:18][CH:19]=[C:11]2[N:10]=1)=[O:8].[C:24]([O:28][C:29]([C:31]1[C:32]([CH3:49])=[C:33]2[C:37](=[CH:38][CH:39]=1)[CH:36]([NH:40][CH2:41][C:42]([O:44][C:45]([CH3:48])([CH3:47])[CH3:46])=[O:43])[CH2:35][CH2:34]2)=[O:30])([CH3:27])([CH3:26])[CH3:25].C(N(CC)CC)C, predict the reaction product. The product is: [C:24]([O:28][C:29]([C:31]1[C:32]([CH3:49])=[C:33]2[C:37](=[CH:38][CH:39]=1)[CH:36]([N:40]([CH2:41][C:42]([O:44][C:45]([CH3:48])([CH3:47])[CH3:46])=[O:43])[CH2:15][C:13]1[N:12]3[N:17]=[CH:18][CH:19]=[C:11]3[N:10]=[C:9]([C:7](=[O:8])[NH:6][CH2:5][C:4]3[CH:20]=[CH:21][C:22]([F:23])=[C:2]([F:1])[CH:3]=3)[CH:14]=1)[CH2:35][CH2:34]2)=[O:30])([CH3:27])([CH3:26])[CH3:25].